From a dataset of Forward reaction prediction with 1.9M reactions from USPTO patents (1976-2016). Predict the product of the given reaction. (1) Given the reactants [ClH:1].[CH3:2][O:3][C:4](=[O:26])[CH2:5][N:6]1[C:12](=[O:13])[C@@H:11]([NH:14]C(OC(C)(C)C)=O)[CH2:10][NH:9][C:8]2[CH:22]=[CH:23][CH:24]=[CH:25][C:7]1=2, predict the reaction product. The product is: [ClH:1].[CH3:2][O:3][C:4](=[O:26])[CH2:5][N:6]1[C:12](=[O:13])[C@@H:11]([NH2:14])[CH2:10][NH:9][C:8]2[CH:22]=[CH:23][CH:24]=[CH:25][C:7]1=2. (2) Given the reactants [Cl:1][C:2]1[CH:14]=[CH:13][C:12](B2OC(C)(C)C(C)(C)O2)=[CH:11][C:3]=1[C:4]([O:6][C:7]([CH3:10])([CH3:9])[CH3:8])=[O:5].[CH3:24][O:25][C:26](=[O:34])[C:27]1[CH:32]=[CH:31][CH:30]=[CH:29][C:28]=1Br.C(=O)([O-])[O-].[K+].[K+].O1CCCC1, predict the reaction product. The product is: [Cl:1][C:2]1[CH:14]=[CH:13][C:12]([C:28]2[C:27]([C:26]([O:25][CH3:24])=[O:34])=[CH:32][CH:31]=[CH:30][CH:29]=2)=[CH:11][C:3]=1[C:4]([O:6][C:7]([CH3:8])([CH3:9])[CH3:10])=[O:5].